From a dataset of Catalyst prediction with 721,799 reactions and 888 catalyst types from USPTO. Predict which catalyst facilitates the given reaction. (1) Reactant: O[CH:2]([C:16]1[CH:21]=[CH:20][CH:19]=[CH:18][C:17]=1[N+:22]([O-:24])=[O:23])[C:3]1[C:11]2[C:10](=[O:12])[CH2:9][C:8]([CH3:14])([CH3:13])[CH2:7][C:6]=2[NH:5][C:4]=1[CH3:15].C([SiH](CC)CC)C.C(O)(C(F)(F)F)=O. Product: [CH3:15][C:4]1[NH:5][C:6]2[CH2:7][C:8]([CH3:14])([CH3:13])[CH2:9][C:10](=[O:12])[C:11]=2[C:3]=1[CH2:2][C:16]1[CH:21]=[CH:20][CH:19]=[CH:18][C:17]=1[N+:22]([O-:24])=[O:23]. The catalyst class is: 4. (2) Reactant: C[C:2]1[CH:7]=[C:6]([N+:8]([O-:10])=[O:9])[CH:5]=[CH:4][C:3]=1[OH:11].[C:12](=O)([O-])[O-].[K+].[K+].Br[CH2:19][CH2:20][CH:21]=[CH2:22]. Product: [CH2:19]([O:11][C:3]1[CH:2]=[CH:7][C:6]([N+:8]([O-:10])=[O:9])=[C:5]([CH3:12])[CH:4]=1)[CH2:20][CH:21]=[CH2:22]. The catalyst class is: 10. (3) The catalyst class is: 174. Product: [C:17]([N:24]1[C:32]2[C:27](=[CH:28][CH:29]=[C:30]([NH:33][C:1](=[O:10])[C:2]3[CH:8]=[CH:7][CH:6]=[CH:5][C:3]=3[OH:4])[CH:31]=2)[CH:26]=[N:25]1)([O:19][C:20]([CH3:23])([CH3:22])[CH3:21])=[O:18]. Reactant: [C:1]([OH:10])(=O)[C:2]1[C:3](=[CH:5][CH:6]=[CH:7][CH:8]=1)[OH:4].C(Cl)(=O)C(Cl)=O.[C:17]([N:24]1[C:32]2[C:27](=[CH:28][CH:29]=[C:30]([NH2:33])[CH:31]=2)[CH:26]=[N:25]1)([O:19][C:20]([CH3:23])([CH3:22])[CH3:21])=[O:18].C(N(CC)CC)C. (4) Reactant: [NH3:1].[Cl:2][C:3]1[C:8]([NH2:9])=[C:7](Cl)[N:6]=[CH:5][N:4]=1. Product: [Cl:2][C:3]1[N:4]=[CH:5][N:6]=[C:7]([NH2:1])[C:8]=1[NH2:9]. The catalyst class is: 5.